Dataset: Forward reaction prediction with 1.9M reactions from USPTO patents (1976-2016). Task: Predict the product of the given reaction. (1) Given the reactants C([Li])CCC.Br[C:7]1[CH:12]=[CH:11][C:10]([Cl:13])=[C:9]([Cl:14])[CH:8]=1.[O:15]=[C:16]1[CH2:21][CH2:20][N:19]([C:22]([O:24][CH2:25][CH3:26])=[O:23])[CH2:18][CH2:17]1, predict the reaction product. The product is: [Cl:14][C:9]1[CH:8]=[C:7]([C:16]2([OH:15])[CH2:17][CH2:18][N:19]([C:22]([O:24][CH2:25][CH3:26])=[O:23])[CH2:20][CH2:21]2)[CH:12]=[CH:11][C:10]=1[Cl:13]. (2) Given the reactants [F:1][C:2]1[CH:7]=[C:6]([F:8])[CH:5]=[CH:4][C:3]=1[C:9]([OH:33])([CH2:27][N:28]1[CH:32]=[N:31][N:30]=[N:29]1)[C:10]([F:26])([F:25])[C:11]1[CH:16]=[CH:15][C:14]([C:17]2[CH:18]=[N:19][C:20](OC)=[N:21][CH:22]=2)=[CH:13][N:12]=1.P(Cl)(Cl)([Cl:36])=O, predict the reaction product. The product is: [Cl:36][C:20]1[N:19]=[CH:18][C:17]([C:14]2[CH:15]=[CH:16][C:11]([C:10]([F:26])([F:25])[C:9]([C:3]3[CH:4]=[CH:5][C:6]([F:8])=[CH:7][C:2]=3[F:1])([OH:33])[CH2:27][N:28]3[CH:32]=[N:31][N:30]=[N:29]3)=[N:12][CH:13]=2)=[CH:22][N:21]=1. (3) Given the reactants [NH2:1][CH2:2][CH2:3][CH2:4][P:5]([OH:7])[OH:6].C(=O)(O)[O-].[Na+].[C:13]([O:18][CH:19]([O:21][C:22](OC1CC(=O)NC1=O)=[O:23])[CH3:20])(=[O:17])[CH:14]([CH3:16])[CH3:15], predict the reaction product. The product is: [C:13]([O:18][CH:19]([O:21][C:22]([NH:1][CH2:2][CH2:3][CH2:4][P:5]([OH:7])[OH:6])=[O:23])[CH3:20])(=[O:17])[CH:14]([CH3:16])[CH3:15]. (4) Given the reactants [C:1]([O:5][C:6]([N:8]1[CH2:12][C@@H:11]([NH:13][C:14]([C:16]2[C:24]3[C:19](=[CH:20][CH:21]=[CH:22][CH:23]=3)[N:18]([CH:25]([CH3:27])[CH3:26])[N:17]=2)=[O:15])[CH2:10][C@H:9]1[CH2:28][C:29]([OH:31])=O)=[O:7])([CH3:4])([CH3:3])[CH3:2].[CH3:32][NH2:33], predict the reaction product. The product is: [CH:25]([N:18]1[C:19]2[C:24](=[CH:23][CH:22]=[CH:21][CH:20]=2)[C:16]([C:14]([NH:13][C@@H:11]2[CH2:12][N:8]([C:6]([O:5][C:1]([CH3:3])([CH3:4])[CH3:2])=[O:7])[C@H:9]([CH2:28][C:29]([NH:33][CH3:32])=[O:31])[CH2:10]2)=[O:15])=[N:17]1)([CH3:27])[CH3:26]. (5) Given the reactants [C:1]([O:5][C:6](=[O:26])[NH:7][C@:8]1([C:13]([NH:15][S:16]([C:19]2[CH:24]=[CH:23][CH:22]=[CH:21][C:20]=2[NH2:25])(=[O:18])=[O:17])=[O:14])[CH2:10][C@H:9]1[CH:11]=[CH2:12])([CH3:4])([CH3:3])[CH3:2].[CH3:27][O:28][C:29](=[O:39])[CH2:30][CH2:31][CH2:32][CH2:33][CH2:34][CH2:35][CH2:36][CH:37]=O.CC(O)=O.[BH-](OC(C)=O)(OC(C)=O)OC(C)=O.[Na+], predict the reaction product. The product is: [CH3:27][O:28][C:29](=[O:39])[CH2:30][CH2:31][CH2:32][CH2:33][CH2:34][CH2:35][CH2:36][CH2:37][NH:25][C:20]1[CH:21]=[CH:22][CH:23]=[CH:24][C:19]=1[S:16](=[O:18])(=[O:17])[NH:15][C:13]([C@@:8]1([NH:7][C:6]([O:5][C:1]([CH3:2])([CH3:3])[CH3:4])=[O:26])[CH2:10][C@H:9]1[CH:11]=[CH2:12])=[O:14]. (6) Given the reactants [Cl:1][C:2]1[N:3]=[CH:4][C:5]([C:8]([OH:10])=O)=[N:6][CH:7]=1.[C:11]([O:17][CH2:18][CH3:19])(=[O:16])[CH2:12]C(O)=O.C[Mg]Br.C(N(CC)CC)C, predict the reaction product. The product is: [Cl:1][C:2]1[N:3]=[CH:4][C:5]([C:8](=[O:10])[CH2:12][C:11]([O:17][CH2:18][CH3:19])=[O:16])=[N:6][CH:7]=1. (7) Given the reactants [Br:1][C:2]1[S:3][C:4]([C:15](=[NH:17])[NH2:16])=[C:5]([C:7]2[CH:12]=[CH:11][C:10]([Cl:13])=[CH:9][C:8]=2[Cl:14])[N:6]=1.C(=O)([O-])[O-].[K+].[K+].Cl[CH2:25][C:26](=O)[CH3:27], predict the reaction product. The product is: [Br:1][C:2]1[S:3][C:4]([C:15]2[NH:16][CH:25]=[C:26]([CH3:27])[N:17]=2)=[C:5]([C:7]2[CH:12]=[CH:11][C:10]([Cl:13])=[CH:9][C:8]=2[Cl:14])[N:6]=1. (8) Given the reactants Cl[C:2]1[CH:9]=[CH:8][C:7]([N+:10]([O-:12])=[O:11])=[CH:6][C:3]=1[CH:4]=[O:5].[CH2:13]([CH2:20][NH2:21])[C:14]1[CH:19]=[CH:18][CH:17]=[CH:16][CH:15]=1.C(=O)([O-])[O-].[K+].[K+], predict the reaction product. The product is: [CH2:13]([CH2:20][NH:21][C:2]1[CH:9]=[CH:8][C:7]([N+:10]([O-:12])=[O:11])=[CH:6][C:3]=1[CH:4]=[O:5])[C:14]1[CH:19]=[CH:18][CH:17]=[CH:16][CH:15]=1. (9) The product is: [CH3:17][C:13]1([CH3:16])[CH2:12][CH2:11][C:10]([CH3:18])([CH3:19])[C:9]2[CH:8]=[C:7]([O:20][CH2:21][CH2:22][CH3:23])[C:6](/[C:4](/[CH3:5])=[CH:3]\[CH:2]=[O:1])=[CH:15][C:14]1=2. Given the reactants [OH:1][CH2:2]/[CH:3]=[C:4](\[C:6]1[C:7]([O:20][CH2:21][CH2:22][CH3:23])=[CH:8][C:9]2[C:10]([CH3:19])([CH3:18])[CH2:11][CH2:12][C:13]([CH3:17])([CH3:16])[C:14]=2[CH:15]=1)/[CH3:5].C[N+]1([O-])CCOCC1, predict the reaction product. (10) Given the reactants [CH3:1][CH:2]([N:4]1[C:12](/[CH:13]=[CH:14]/[CH:15]([OH:23])[CH2:16][CH:17]([OH:22])[CH2:18][C:19]([O-:21])=[O:20])=[C:11]([C:24]2[CH:25]=[CH:26][C:27]([F:30])=[CH:28][CH:29]=2)[C:10]2[CH:9]=[CH:8][CH:7]=[CH:6][C:5]1=2)[CH3:3].[Na+], predict the reaction product. The product is: [CH3:3][CH:2]([N:4]1[C:12](/[CH:13]=[CH:14]\[C@@H:15]([OH:23])[CH2:16][C@@H:17]([OH:22])[CH2:18][C:19]([OH:21])=[O:20])=[C:11]([C:24]2[CH:25]=[CH:26][C:27]([F:30])=[CH:28][CH:29]=2)[C:10]2[C:5]1=[CH:6][CH:7]=[CH:8][CH:9]=2)[CH3:1].